This data is from Forward reaction prediction with 1.9M reactions from USPTO patents (1976-2016). The task is: Predict the product of the given reaction. Given the reactants [C:1]1([CH3:11])[CH:6]=[CH:5][C:4]([S:7](Cl)(=[O:9])=[O:8])=[CH:3][CH:2]=1.[C:12]([O:20][C@H:21]1[CH2:41][CH2:40][C@@:39]2([CH3:42])[C:23](=[CH:24][CH:25]=[C:26]3[C@@H:38]2[CH2:37][CH2:36][C@@:35]2([CH3:43])[C@H:27]3[CH2:28][CH2:29][C@@H:30]2[C@H:31]([CH3:34])[CH2:32][OH:33])[C:22]1([CH3:45])[CH3:44])(=[O:19])[C:13]1[CH:18]=[CH:17][CH:16]=[CH:15][CH:14]=1, predict the reaction product. The product is: [C:12]([O:20][C@H:21]1[CH2:41][CH2:40][C@@:39]2([CH3:42])[C:23](=[CH:24][CH:25]=[C:26]3[C@@H:38]2[CH2:37][CH2:36][C@@:35]2([CH3:43])[C@H:27]3[CH2:28][CH2:29][C@@H:30]2[C@@H:31]([CH2:32][O:33][S:7]([C:4]2[CH:5]=[CH:6][C:1]([CH3:11])=[CH:2][CH:3]=2)(=[O:9])=[O:8])[CH3:34])[C:22]1([CH3:44])[CH3:45])(=[O:19])[C:13]1[CH:18]=[CH:17][CH:16]=[CH:15][CH:14]=1.